This data is from Forward reaction prediction with 1.9M reactions from USPTO patents (1976-2016). The task is: Predict the product of the given reaction. (1) Given the reactants Cl[C:2]([O:4][CH2:5][CH3:6])=[O:3].[OH:7][CH2:8][C:9]1[CH:22]=[CH:21][C:20]2[C:19](=[O:23])[C:18]3[C:13](=[CH:14][CH:15]=[CH:16][CH:17]=3)[C:12](=[O:24])[C:11]=2[CH:10]=1.C(OCC)(=O)C.CCCCCCC, predict the reaction product. The product is: [C:2](=[O:3])([O:4][CH2:5][CH3:6])[O:7][CH2:8][C:9]1[CH:22]=[CH:21][C:20]2[C:19](=[O:23])[C:18]3[C:13](=[CH:14][CH:15]=[CH:16][CH:17]=3)[C:12](=[O:24])[C:11]=2[CH:10]=1. (2) Given the reactants Cl[CH:2]([C:9]1[CH:18]=[CH:17][C:16]2[C:11](=[CH:12][CH:13]=[CH:14][CH:15]=2)[CH:10]=1)[C:3]([CH3:8])([N+:5]([O-:7])=[O:6])[CH3:4].C(OCC)(=O)C, predict the reaction product. The product is: [CH3:8][C:3]([N+:5]([O-:7])=[O:6])([CH3:4])[CH2:2][C:9]1[CH:18]=[CH:17][C:16]2[C:11](=[CH:12][CH:13]=[CH:14][CH:15]=2)[CH:10]=1. (3) Given the reactants O1[CH2:5][CH2:4][CH:3]([O:6][CH:7]([C:9]2[CH:17]=[CH:16][C:12]([C:13]([OH:15])=O)=[CH:11][CH:10]=2)[CH3:8])[CH2:2]1.Cl.C(N=C=N[CH2:24][CH2:25][CH2:26]N(C)C)C.ON1C2C=CC=CC=2N=N1.C(N(CC)CC)C.[NH2:47][CH2:48][C:49]1[C:50]([OH:57])=[N:51][C:52]([CH3:56])=[CH:53][C:54]=1[CH3:55], predict the reaction product. The product is: [OH:57][C:50]1[C:49]([CH2:48][NH:47][C:13](=[O:15])[C:12]2[CH:11]=[CH:10][C:9]([CH:7]([O:6][C:3]3[CH:2]=[C:25]([CH3:26])[CH:24]=[CH:5][CH:4]=3)[CH3:8])=[CH:17][CH:16]=2)=[C:54]([CH3:55])[CH:53]=[C:52]([CH3:56])[N:51]=1. (4) Given the reactants [C:1]([O:5][C:6]([N:8]1[CH2:13][CH2:12][C@@H:11]([C:14]2[CH:19]=[CH:18][C:17]([F:20])=[C:16]([F:21])[CH:15]=2)[C@H:10]([CH2:22][OH:23])[CH2:9]1)=[O:7])([CH3:4])([CH3:3])[CH3:2].N1C=CC=CC=1.CC(OI1(OC(C)=O)(OC(C)=O)OC(=O)C2C=CC=CC1=2)=O, predict the reaction product. The product is: [C:1]([O:5][C:6]([N:8]1[CH2:13][CH2:12][C@@H:11]([C:14]2[CH:19]=[CH:18][C:17]([F:20])=[C:16]([F:21])[CH:15]=2)[C@H:10]([CH:22]=[O:23])[CH2:9]1)=[O:7])([CH3:4])([CH3:3])[CH3:2]. (5) Given the reactants [Cl:1][C:2]1[CH:7]=[C:6]([O:8][CH3:9])[CH:5]=[CH:4][C:3]=1[CH2:10][C:11]([C:13]1[C:14]([F:25])=[CH:15][C:16]2[O:21][CH2:20][C:19](=[O:22])[N:18]([CH3:23])[C:17]=2[CH:24]=1)=[O:12].[H-].[Na+].[CH3:28]I, predict the reaction product. The product is: [Cl:1][C:2]1[CH:7]=[C:6]([O:8][CH3:9])[CH:5]=[CH:4][C:3]=1[CH:10]([CH3:28])[C:11]([C:13]1[C:14]([F:25])=[CH:15][C:16]2[O:21][CH2:20][C:19](=[O:22])[N:18]([CH3:23])[C:17]=2[CH:24]=1)=[O:12].